This data is from Forward reaction prediction with 1.9M reactions from USPTO patents (1976-2016). The task is: Predict the product of the given reaction. (1) Given the reactants [F:1][C:2]1[CH:7]=[CH:6][C:5]([C:8]([C:10]2([OH:16])[CH2:15][CH2:14][NH:13][CH2:12][CH2:11]2)=[O:9])=[CH:4][CH:3]=1.[C:17]([O:21][C:22](=[O:33])[NH:23][C@H:24]1[CH2:29][CH2:28][C@H:27]([CH2:30][CH:31]=O)[CH2:26][CH2:25]1)([CH3:20])([CH3:19])[CH3:18].C(O[BH-](OC(=O)C)OC(=O)C)(=O)C, predict the reaction product. The product is: [C:17]([O:21][C:22](=[O:33])[NH:23][CH:24]1[CH2:25][CH2:26][CH:27]([CH2:30][CH2:31][N:13]2[CH2:14][CH2:15][C:10]([C:8](=[O:9])[C:5]3[CH:6]=[CH:7][C:2]([F:1])=[CH:3][CH:4]=3)([OH:16])[CH2:11][CH2:12]2)[CH2:28][CH2:29]1)([CH3:20])([CH3:19])[CH3:18]. (2) Given the reactants [Cl:1][C:2]1[CH:27]=[CH:26][CH:25]=[CH:24][C:3]=1[C:4]([NH:6][C:7](=[O:23])[NH:8][C:9]1[S:10][C:11]2[CH:17]=[C:16]([S:18]([CH:21]=[CH2:22])(=[O:20])=[O:19])[CH:15]=[CH:14][C:12]=2[N:13]=1)=[O:5].[NH:28]1[CH2:33][CH2:32][O:31][CH2:30][CH2:29]1, predict the reaction product. The product is: [Cl:1][C:2]1[CH:27]=[CH:26][CH:25]=[CH:24][C:3]=1[C:4]([NH:6][C:7](=[O:23])[NH:8][C:9]1[S:10][C:11]2[CH:17]=[C:16]([S:18]([CH2:21][CH2:22][N:28]3[CH2:33][CH2:32][O:31][CH2:30][CH2:29]3)(=[O:20])=[O:19])[CH:15]=[CH:14][C:12]=2[N:13]=1)=[O:5].